Dataset: Full USPTO retrosynthesis dataset with 1.9M reactions from patents (1976-2016). Task: Predict the reactants needed to synthesize the given product. (1) Given the product [Br:1][C:2]1[CH:10]=[CH:9][C:5]([C:6]2[N:20]([CH2:21][CH2:22][CH3:23])[C:14]3[C:13]([Cl:12])=[CH:18][CH:17]=[CH:16][C:15]=3[N:19]=2)=[CH:4][C:3]=1[Cl:11], predict the reactants needed to synthesize it. The reactants are: [Br:1][C:2]1[CH:10]=[CH:9][C:5]([C:6](O)=O)=[CH:4][C:3]=1[Cl:11].[Cl:12][C:13]1[CH:18]=[CH:17][CH:16]=[C:15]([NH2:19])[C:14]=1[NH:20][CH2:21][CH2:22][CH3:23]. (2) Given the product [CH:68]1([C@H:63]([NH:62][C:18]([C:17]2[CH:16]=[C:15]([CH2:21][C:22]3[CH:27]=[CH:26][CH:25]=[CH:24][CH:23]=3)[S:14][C:13]=2[NH:12][C:10]([NH:9][C:3]2[C:2]([Cl:1])=[CH:7][CH:6]=[CH:5][C:4]=2[Cl:8])=[O:11])=[O:19])[C:64]([O:66][CH3:67])=[O:65])[CH2:73][CH2:72][CH2:71][CH2:70][CH2:69]1, predict the reactants needed to synthesize it. The reactants are: [Cl:1][C:2]1[CH:7]=[CH:6][CH:5]=[C:4]([Cl:8])[C:3]=1[NH:9][C:10]([NH:12][C:13]1[S:14][C:15]([CH2:21][C:22]2[CH:27]=[CH:26][CH:25]=[CH:24][CH:23]=2)=[CH:16][C:17]=1[C:18](O)=[O:19])=[O:11].CN(C(ON1N=NC2C=CC=NC1=2)=[N+](C)C)C.F[P-](F)(F)(F)(F)F.CCN(C(C)C)C(C)C.Cl.[NH2:62][C@@H:63]([CH:68]1[CH2:73][CH2:72][CH2:71][CH2:70][CH2:69]1)[C:64]([O:66][CH3:67])=[O:65].